The task is: Regression. Given a peptide amino acid sequence and an MHC pseudo amino acid sequence, predict their binding affinity value. This is MHC class I binding data.. This data is from Peptide-MHC class I binding affinity with 185,985 pairs from IEDB/IMGT. (1) The peptide sequence is SALNHTKKW. The MHC is HLA-A31:01 with pseudo-sequence HLA-A31:01. The binding affinity (normalized) is 0.0847. (2) The peptide sequence is YEFLQPILL. The MHC is HLA-A32:01 with pseudo-sequence HLA-A32:01. The binding affinity (normalized) is 0.486. (3) The peptide sequence is LGMSLNFPI. The MHC is Mamu-B3901 with pseudo-sequence Mamu-B3901. The binding affinity (normalized) is 0.444. (4) The peptide sequence is PLFKRGWRL. The MHC is HLA-A02:11 with pseudo-sequence HLA-A02:11. The binding affinity (normalized) is 0.689.